From a dataset of Cav3 T-type calcium channel HTS with 100,875 compounds. Binary Classification. Given a drug SMILES string, predict its activity (active/inactive) in a high-throughput screening assay against a specified biological target. (1) The compound is O(C(=O)C(c1c([N+]([O-])=O)cccc1)(C)C(OC)=O)C. The result is 0 (inactive). (2) The compound is S(=O)(=O)(NCCO)c1c(ccc(c1)c1n[nH]c(=O)c2c1cccc2)C. The result is 0 (inactive). (3) The compound is Brc1ccc(C(=O)c2sc3NC(=C(C(c3c2N)c2ccc(cc2)C(OC)=O)C(OCC)=O)C)cc1. The result is 0 (inactive). (4) The drug is s1c(C(N2CCN(CC2)CC)C(NC(=O)c2ccccc2)C)ccc1. The result is 0 (inactive). (5) The drug is S=C1NNC2(NN1)C1CC3CC2CC(C1)C3. The result is 0 (inactive). (6) The compound is O1c2c(OCC1)ccc(NC(=O)COC(=O)Cn1c3c(nc1)cccc3)c2. The result is 0 (inactive). (7) The molecule is N1(CCCC1)c1ncnc2n(ncc12)c1cc(ccc1)C. The result is 0 (inactive).